From a dataset of Full USPTO retrosynthesis dataset with 1.9M reactions from patents (1976-2016). Predict the reactants needed to synthesize the given product. (1) Given the product [CH2:13]([O:12][C:10]([CH:7]1[CH2:8][CH2:9][C:4](=[CH:7][C:10]([O:12][CH2:13][CH3:14])=[O:11])[CH2:5][CH2:6]1)=[O:11])[CH3:14], predict the reactants needed to synthesize it. The reactants are: [H-].[Na+].O=[C:4]1[CH2:9][CH2:8][CH:7]([C:10]([O:12][CH2:13][CH3:14])=[O:11])[CH2:6][CH2:5]1. (2) Given the product [N+:1]([C:4]1[CH:10]=[CH:9][C:8]([C:11]([F:12])([F:13])[F:14])=[C:7]2[C:5]=1[N:6]=[CH:19][CH:17]=[CH:16]2)([O-:3])=[O:2], predict the reactants needed to synthesize it. The reactants are: [N+:1]([C:4]1[CH:10]=[CH:9][C:8]([C:11]([F:14])([F:13])[F:12])=[CH:7][C:5]=1[NH2:6])([O-:3])=[O:2].O[CH2:16][CH:17]([CH2:19]O)O.[Na+].[N+](C1C=C(S([O-])(=O)=O)C=CC=1)([O-])=O.